Dataset: Catalyst prediction with 721,799 reactions and 888 catalyst types from USPTO. Task: Predict which catalyst facilitates the given reaction. (1) Reactant: C([O:5][C:6](=[O:34])[CH2:7][N:8]([CH2:10][C:11]([N:13]1[CH2:17][C@H:16]([F:18])[CH2:15][C@H:14]1[C:19]1[S:20][C:21]([CH3:33])=[C:22]([C:24](=[O:32])[NH:25][C:26]2[S:27][C:28]([F:31])=[CH:29][N:30]=2)[CH:23]=1)=[O:12])[CH3:9])(C)(C)C.[ClH:35].O1CCOCC1.C(OCC)C. Product: [ClH:35].[F:18][C@H:16]1[CH2:17][N:13]([C:11](=[O:12])[CH2:10][N:8]([CH2:7][C:6]([OH:34])=[O:5])[CH3:9])[C@H:14]([C:19]2[S:20][C:21]([CH3:33])=[C:22]([C:24](=[O:32])[NH:25][C:26]3[S:27][C:28]([F:31])=[CH:29][N:30]=3)[CH:23]=2)[CH2:15]1. The catalyst class is: 2. (2) Reactant: [CH:1]1([CH2:7][CH2:8][CH2:9][C@@H:10]([C:15]2[O:19][N:18]=[C:17]([C:20]([N:22]3[CH2:26][CH2:25][CH2:24][CH2:23]3)=[O:21])[N:16]=2)[CH2:11][C:12]([OH:14])=O)[CH2:6][CH2:5][CH2:4][CH2:3][CH2:2]1.C(N(CC)C(C)C)(C)C.F[P-](F)(F)(F)(F)F.[N:43]1([O:52]C(N(C)C)=[N+](C)C)C2N=CC=CC=2N=N1.Cl.NO. Product: [CH:1]1([CH2:7][CH2:8][CH2:9][C@@H:10]([C:15]2[O:19][N:18]=[C:17]([C:20]([N:22]3[CH2:26][CH2:25][CH2:24][CH2:23]3)=[O:21])[N:16]=2)[CH2:11][C:12]([NH:43][OH:52])=[O:14])[CH2:2][CH2:3][CH2:4][CH2:5][CH2:6]1. The catalyst class is: 9. (3) Reactant: [S:1]=[C:2]1[NH:7][C:6]2[CH:8]=[CH:9][NH:10][C:5]=2[C:4](=[O:11])[N:3]1[C:12]1[CH:17]=[CH:16][C:15]([O:18][CH2:19][C:20]([F:23])([F:22])[F:21])=[CH:14][CH:13]=1.[CH3:24][CH:25]([O:27][CH2:28][CH:29]1[CH2:31][O:30]1)[CH3:26].[I-].[Na+].C(N(CC)CC)C. Product: [OH:30][CH:29]([CH2:28][O:27][CH:25]([CH3:26])[CH3:24])[CH2:31][S:1][C:2]1[N:3]([C:12]2[CH:13]=[CH:14][C:15]([O:18][CH2:19][C:20]([F:23])([F:22])[F:21])=[CH:16][CH:17]=2)[C:4](=[O:11])[C:5]2[NH:10][CH:9]=[CH:8][C:6]=2[N:7]=1. The catalyst class is: 9. (4) Reactant: Br[C:2]1[CH:18]=[CH:17][C:5]([CH2:6][N:7]2[CH2:11][C:10](=[O:12])[N:9]([CH:13]3[CH2:15][CH2:14]3)[C:8]2=[O:16])=[CH:4][CH:3]=1.[CH:19]1([N:22]2[CH2:30][C:29]3[C:24](=[CH:25][CH:26]=[C:27](B4OC(C)(C)C(C)(C)O4)[CH:28]=3)[C:23]2=[O:40])[CH2:21][CH2:20]1.C1(P(C2CCCCC2)C2CCCCC2)CCCCC1.P([O-])([O-])([O-])=O.[K+].[K+].[K+]. Product: [CH:13]1([N:9]2[C:10](=[O:12])[CH2:11][N:7]([CH2:6][C:5]3[CH:17]=[CH:18][C:2]([C:27]4[CH:28]=[C:29]5[C:24](=[CH:25][CH:26]=4)[C:23](=[O:40])[N:22]([CH:19]4[CH2:21][CH2:20]4)[CH2:30]5)=[CH:3][CH:4]=3)[C:8]2=[O:16])[CH2:15][CH2:14]1. The catalyst class is: 38.